This data is from Catalyst prediction with 721,799 reactions and 888 catalyst types from USPTO. The task is: Predict which catalyst facilitates the given reaction. (1) The catalyst class is: 13. Reactant: [C:1]([Cu])#[N:2].[Na+].[I-].CN[C@@H]1CCCC[C@H]1NC.ClC1C=CC=CC=1.CCCCC[CH2:28][CH2:29][CH2:30][CH2:31][CH2:32][CH2:33][CH3:34]. Product: [CH3:34][C:33]1[CH:28]=[CH:29][C:30]([C:1]#[N:2])=[CH:31][CH:32]=1. (2) Reactant: [NH2:1][C:2]1[C:3]([C:8]([OH:10])=O)=[N:4][CH:5]=[N:6][CH:7]=1.[NH2:11][CH2:12][C:13]([CH3:16])([OH:15])[CH3:14].C(N(C(C)C)C(C)C)C.CCCP1(OP(CCC)(=O)OP(CCC)(=O)O1)=O. Product: [OH:15][C:13]([CH3:16])([CH3:14])[CH2:12][NH:11][C:8]([C:3]1[C:2]([NH2:1])=[CH:7][N:6]=[CH:5][N:4]=1)=[O:10]. The catalyst class is: 1. (3) Reactant: [N:1]1([C:19]([O:21][C:22]([CH3:25])([CH3:24])[CH3:23])=[O:20])[CH2:6][CH2:5][C:4]2([C:14]3[CH:15]=[CH:16][CH:17]=[CH:18][C:13]=3[C@@H:12]3[C@@H:8]([CH2:9][CH2:10][NH:11]3)[CH2:7]2)[CH2:3][CH2:2]1.C(N(CC)CC)C.[C:33](Cl)(=[O:35])[CH3:34]. Product: [C:33]([N:11]1[C@H:12]2[C@H:8]([CH2:7][C:4]3([C:14]4[CH:15]=[CH:16][CH:17]=[CH:18][C:13]=42)[CH2:5][CH2:6][N:1]([C:19]([O:21][C:22]([CH3:25])([CH3:24])[CH3:23])=[O:20])[CH2:2][CH2:3]3)[CH2:9][CH2:10]1)(=[O:35])[CH3:34]. The catalyst class is: 4. (4) Reactant: [C:1]([C:5]1[N:14]=[C:13]([N:15]2[CH2:20][CH2:19][N:18]([CH2:21][CH2:22][CH2:23][CH2:24][NH2:25])[CH2:17][CH2:16]2)[C:12]2[C:7](=[CH:8][CH:9]=[CH:10][CH:11]=2)[N:6]=1)([CH3:4])([CH3:3])[CH3:2].C1N=CN([C:31](N2C=NC=C2)=[O:32])C=1.[C:38]1([N:44]2[CH2:49][CH2:48][NH:47][CH2:46][CH2:45]2)[CH:43]=[CH:42][CH:41]=[CH:40][CH:39]=1. Product: [C:1]([C:5]1[N:14]=[C:13]([N:15]2[CH2:20][CH2:19][N:18]([CH2:21][CH2:22][CH2:23][CH2:24][NH:25][C:31]([N:47]3[CH2:48][CH2:49][N:44]([C:38]4[CH:43]=[CH:42][CH:41]=[CH:40][CH:39]=4)[CH2:45][CH2:46]3)=[O:32])[CH2:17][CH2:16]2)[C:12]2[C:7](=[CH:8][CH:9]=[CH:10][CH:11]=2)[N:6]=1)([CH3:4])([CH3:2])[CH3:3]. The catalyst class is: 147. (5) Reactant: C(O)C.[NH2:4][C:5]1[C:14]2[N:15]=[C:16]([CH2:25][CH3:26])[N:17]([CH2:18][CH:19]3[CH2:24][CH2:23][O:22][CH2:21][CH2:20]3)[C:13]=2[C:12]2[CH:11]=[CH:10][C:9](/[CH:27]=[CH:28]/[C:29]([N:31]([CH3:33])[CH3:32])=[O:30])=[CH:8][C:7]=2[N:6]=1. Product: [NH2:4][C:5]1[C:14]2[N:15]=[C:16]([CH2:25][CH3:26])[N:17]([CH2:18][CH:19]3[CH2:20][CH2:21][O:22][CH2:23][CH2:24]3)[C:13]=2[C:12]2[CH:11]=[CH:10][C:9]([CH2:27][CH2:28][C:29]([N:31]([CH3:32])[CH3:33])=[O:30])=[CH:8][C:7]=2[N:6]=1. The catalyst class is: 43. (6) Reactant: Cl[C:2]1[N:3]=[C:4]([NH:23][CH:24]2[CH2:26][CH2:25]2)[C:5]2[C:10]([C:11]#[N:12])=[CH:9][N:8](S(C3C=CC(C)=CC=3)(=O)=O)[C:6]=2[N:7]=1.[NH2:27][C:28]1[CH:33]=[CH:32][C:31]([N:34]([CH3:38])[C:35](=[O:37])[CH3:36])=[CH:30][CH:29]=1.C[Si](Cl)(C)C. Product: [C:11]([C:10]1[C:5]2[C:4]([NH:23][CH:24]3[CH2:25][CH2:26]3)=[N:3][C:2]([NH:27][C:28]3[CH:29]=[CH:30][C:31]([N:34]([CH3:38])[C:35](=[O:37])[CH3:36])=[CH:32][CH:33]=3)=[N:7][C:6]=2[NH:8][CH:9]=1)#[N:12]. The catalyst class is: 51. (7) Reactant: [Cl:1][C:2]1[CH:7]=[CH:6][C:5]([C:8]([N:17]2[C:25]3[C:20](=[C:21]([N:26]([CH2:31][O:32][CH2:33][CH2:34][Si:35]([CH3:38])([CH3:37])[CH3:36])[S:27]([CH3:30])(=[O:29])=[O:28])[CH:22]=[CH:23][CH:24]=3)[CH:19]=[CH:18]2)([C:11]#[C:12][C:13]([F:16])([F:15])[F:14])[CH2:9][CH3:10])=[CH:4][CH:3]=1. Product: [Cl:1][C:2]1[CH:7]=[CH:6][C:5]([C:8]([N:17]2[C:25]3[C:20](=[C:21]([N:26]([CH2:31][O:32][CH2:33][CH2:34][Si:35]([CH3:38])([CH3:36])[CH3:37])[S:27]([CH3:30])(=[O:29])=[O:28])[CH:22]=[CH:23][CH:24]=3)[CH:19]=[CH:18]2)([CH2:11][CH2:12][C:13]([F:14])([F:15])[F:16])[CH2:9][CH3:10])=[CH:4][CH:3]=1. The catalyst class is: 458. (8) Reactant: [Cl:1][C:2]1[CH:7]=[CH:6][C:5]([NH:8][C:9]2[C:10](=[O:34])[C:11](=[O:33])[C:12]=2[NH:13][CH2:14][CH2:15][NH:16][C:17]2[CH:22]=[C:21]([N:23]3[CH2:27][CH2:26][CH2:25][CH2:24]3)[N:20]=[C:19]([N:28]3[CH2:32][CH2:31][CH2:30][CH2:29]3)[N:18]=2)=[CH:4][CH:3]=1.[P:35](=[O:39])([OH:38])([OH:37])[OH:36]. Product: [P:35]([OH:39])([OH:38])([OH:37])=[O:36].[Cl:1][C:2]1[CH:3]=[CH:4][C:5]([NH:8][C:9]2[C:10](=[O:34])[C:11](=[O:33])[C:12]=2[NH:13][CH2:14][CH2:15][NH:16][C:17]2[CH:22]=[C:21]([N:23]3[CH2:24][CH2:25][CH2:26][CH2:27]3)[N:20]=[C:19]([N:28]3[CH2:32][CH2:31][CH2:30][CH2:29]3)[N:18]=2)=[CH:6][CH:7]=1. The catalyst class is: 21.